The task is: Predict the reactants needed to synthesize the given product.. This data is from Full USPTO retrosynthesis dataset with 1.9M reactions from patents (1976-2016). (1) The reactants are: Cl.[C:2]1([CH:8]=[CH:9][C:10]([C:12]2[CH:17]=[CH:16][CH:15]=[CH:14][CH:13]=2)=[O:11])[CH:7]=[CH:6][CH:5]=[CH:4][CH:3]=1.C[OH:19]. Given the product [O:11]1[C:3]2[C:2](=[CH:7][CH:6]=[CH:5][CH:4]=2)[C:8](=[O:19])[CH2:9][CH:10]1[C:12]1[CH:17]=[CH:16][CH:15]=[CH:14][CH:13]=1, predict the reactants needed to synthesize it. (2) Given the product [N:33]1([C:28]([C:23]2[CH:24]=[N:25][C:26]3[C:21]([CH:22]=2)=[CH:20][CH:19]=[C:18]([NH:17][C:15]([C:10]2[C:9]([C:6]4[CH:5]=[CH:4][C:3]([C:2]([F:1])([F:31])[F:32])=[CH:8][CH:7]=4)=[CH:14][CH:13]=[CH:12][CH:11]=2)=[O:16])[CH:27]=3)=[O:29])[CH2:38][CH2:37][O:36][CH2:35][CH2:34]1, predict the reactants needed to synthesize it. The reactants are: [F:1][C:2]([F:32])([F:31])[C:3]1[CH:8]=[CH:7][C:6]([C:9]2[C:10]([C:15]([NH:17][C:18]3[CH:27]=[C:26]4[C:21]([CH:22]=[C:23]([C:28](O)=[O:29])[CH:24]=[N:25]4)=[CH:20][CH:19]=3)=[O:16])=[CH:11][CH:12]=[CH:13][CH:14]=2)=[CH:5][CH:4]=1.[NH:33]1[CH2:38][CH2:37][O:36][CH2:35][CH2:34]1.Cl.CN(C)CCCN=C=NCC.ON1C2C=CC=CC=2N=N1.C(N(CC)CC)C.